Dataset: M1 muscarinic receptor antagonist screen with 61,756 compounds. Task: Binary Classification. Given a drug SMILES string, predict its activity (active/inactive) in a high-throughput screening assay against a specified biological target. (1) The drug is S(c1n(c(nn1)CC(=O)Nc1ccc(OC)cc1)C)CC(=O)Nc1cc(ccc1OC)C. The result is 0 (inactive). (2) The drug is O(CCN(CC)CC)c1nc(nc2c1oc1c2cccc1)C. The result is 0 (inactive). (3) The drug is o1c(C2C(C(=O)C=C(C2)c2ccc(OC)cc2)C(OCC)=O)ccc1. The result is 0 (inactive). (4) The drug is O=C(C1CC1)c1c2c(n(c1)Cc1c(cccc1)C#N)cccc2. The result is 0 (inactive). (5) The drug is Fc1c(N2CCN(CC2)C(=O)Nc2ccccc2)cc2n(CC)cc(c(=O)c2c1)C(O)=O. The result is 0 (inactive). (6) The molecule is S(c1c2CCCCc2nc2c1ccc(C(=O)N1CCN(CC1)C(OCC)=O)c2)CC(O)=O. The result is 0 (inactive). (7) The molecule is S(c1nc2CCN(Cc2cc1C#N)C)CC(OC(C)(C)C)=O. The result is 0 (inactive).